From a dataset of Catalyst prediction with 721,799 reactions and 888 catalyst types from USPTO. Predict which catalyst facilitates the given reaction. (1) Reactant: [N+:1]([C:4]1[CH:9]=[CH:8][C:7]([NH2:10])=[C:6]([NH2:11])[CH:5]=1)([O-:3])=[O:2].[C:12]1([S:18](Cl)(=[O:20])=[O:19])[CH:17]=[CH:16][CH:15]=[CH:14][CH:13]=1.C(N(CC)CC)C. Product: [N+:1]([C:4]1[CH:9]=[CH:8][C:7]([NH2:10])=[C:6]([NH:11][S:18]([C:12]2[CH:17]=[CH:16][CH:15]=[CH:14][CH:13]=2)(=[O:20])=[O:19])[CH:5]=1)([O-:3])=[O:2]. The catalyst class is: 3. (2) Reactant: [H-].[Na+].[C:3]([CH2:5][C:6]([O:8][CH2:9][CH3:10])=[O:7])#[N:4].[Br:11][C:12]1[CH:13]=[C:14]([Cl:19])[C:15](Cl)=[N:16][CH:17]=1. Product: [Br:11][C:12]1[CH:13]=[C:14]([Cl:19])[C:15]([CH:5]([C:3]#[N:4])[C:6]([O:8][CH2:9][CH3:10])=[O:7])=[N:16][CH:17]=1. The catalyst class is: 18. (3) Reactant: [F:1][C:2]1[CH:25]=[CH:24][CH:23]=[CH:22][C:3]=1[CH2:4][N:5]1[C:13]2[C:8](=[CH:9][C:10]([N+:14]([O-])=O)=[CH:11][CH:12]=2)[CH:7]=[C:6]1[C:17]([O:19][CH2:20][CH3:21])=[O:18].C([O-])=O.[NH4+]. Product: [NH2:14][C:10]1[CH:9]=[C:8]2[C:13](=[CH:12][CH:11]=1)[N:5]([CH2:4][C:3]1[CH:22]=[CH:23][CH:24]=[CH:25][C:2]=1[F:1])[C:6]([C:17]([O:19][CH2:20][CH3:21])=[O:18])=[CH:7]2. The catalyst class is: 604.